This data is from Reaction yield outcomes from USPTO patents with 853,638 reactions. The task is: Predict the reaction yield, written as a fraction of the theoretical maximum amount of product (1.0 means a 100% yield; for example, 0.34 means a 34% yield). (1) The reactants are [CH:1]1([N:7]2[C:12]([OH:13])=[C:11]([C:14]([NH:16][CH2:17][C:18]([O:20]CC)=[O:19])=[O:15])[C:10](=[O:23])[NH:9][C:8]2=[O:24])[CH2:6][CH2:5][CH2:4][CH2:3][CH2:2]1.C(=O)([O-])[O-].[K+].[K+].[F:31][C:32]1[CH:33]=[C:34]([CH:37]=[CH:38][C:39]=1[F:40])[CH2:35]Br.Cl. The catalyst is CC(N(C)C)=O. The product is [CH:1]1([N:7]2[C:12]([OH:13])=[C:11]([C:14]([NH:16][CH2:17][C:18]([OH:20])=[O:19])=[O:15])[C:10](=[O:23])[N:9]([CH2:35][C:34]3[CH:37]=[CH:38][C:39]([F:40])=[C:32]([F:31])[CH:33]=3)[C:8]2=[O:24])[CH2:2][CH2:3][CH2:4][CH2:5][CH2:6]1. The yield is 0.320. (2) The reactants are [CH2:1]([O:8][C:9]1[CH:14]=[C:13]([O:15][CH2:16][C:17]2[CH:22]=[CH:21][CH:20]=[CH:19][CH:18]=2)[C:12]([F:23])=[CH:11][C:10]=1[CH:24]1[CH2:29][CH2:28][NH:27][CH2:26][CH2:25]1)[C:2]1[CH:7]=[CH:6][CH:5]=[CH:4][CH:3]=1.C[N:31]([CH3:34])[CH2:32][CH3:33].[OH2:35]. The catalyst is O1CCCC1. The product is [C:32]1([NH:31][C:34]([N:27]2[CH2:26][CH2:25][CH:24]([C:10]3[CH:11]=[C:12]([F:23])[C:13]([O:15][CH2:16][C:17]4[CH:18]=[CH:19][CH:20]=[CH:21][CH:22]=4)=[CH:14][C:9]=3[O:8][CH2:1][C:2]3[CH:7]=[CH:6][CH:5]=[CH:4][CH:3]=3)[CH2:29][CH2:28]2)=[O:35])[CH:4]=[CH:3][CH:2]=[CH:1][CH:33]=1. The yield is 0.890. (3) The reactants are [CH3:1][C:2]1([CH3:25])[C:6]([CH3:8])([CH3:7])[O:5][B:4]([C:9]2[CH:14]=[CH:13][C:12]([NH:15][C:16](=O)[O:17]C3C=CC=CC=3)=[CH:11][CH:10]=2)[O:3]1.[CH3:26][NH2:27].C1COCC1. The product is [CH3:26][NH:27][C:16]([NH:15][C:12]1[CH:13]=[CH:14][C:9]([B:4]2[O:3][C:2]([CH3:25])([CH3:1])[C:6]([CH3:8])([CH3:7])[O:5]2)=[CH:10][CH:11]=1)=[O:17]. The yield is 0.880. The catalyst is C1COCC1. (4) The reactants are C[O:2][C:3]([C:5]1[CH:6]=[C:7]2[C:12](=[CH:13][CH:14]=1)[N:11]=[C:10]([C:15]1[C:20]([C:21]3[CH:26]=[CH:25][C:24]([Cl:27])=[CH:23][CH:22]=3)=[CH:19][CH:18]=[C:17]([C:28]([N:30]3[CH2:34][CH2:33][CH2:32][CH2:31]3)=[O:29])[CH:16]=1)[CH:9]=[CH:8]2)=[O:4].[OH-].[Na+]. The catalyst is CO. The product is [Cl:27][C:24]1[CH:23]=[CH:22][C:21]([C:20]2[C:15]([C:10]3[CH:9]=[CH:8][C:7]4[C:12](=[CH:13][CH:14]=[C:5]([C:3]([OH:4])=[O:2])[CH:6]=4)[N:11]=3)=[CH:16][C:17]([C:28]([N:30]3[CH2:31][CH2:32][CH2:33][CH2:34]3)=[O:29])=[CH:18][CH:19]=2)=[CH:26][CH:25]=1. The yield is 0.960. (5) The reactants are [CH2:1]([S:3]([N:6]1[CH2:9][C:8]([CH2:32][C:33]#[N:34])([N:10]2[CH:14]=[C:13]([C:15]3[C:16]4[CH:23]=[CH:22][N:21](COCC[Si](C)(C)C)[C:17]=4[N:18]=[CH:19][N:20]=3)[CH:12]=[N:11]2)[CH2:7]1)(=[O:5])=[O:4])[CH3:2].[OH-].[NH4+]. The catalyst is C(#N)C.O. The product is [N:18]1[C:17]2[NH:21][CH:22]=[CH:23][C:16]=2[C:15]([C:13]2[CH:12]=[N:11][N:10]([C:8]3([CH2:32][C:33]#[N:34])[CH2:7][N:6]([S:3]([CH2:1][CH3:2])(=[O:4])=[O:5])[CH2:9]3)[CH:14]=2)=[N:20][CH:19]=1. The yield is 0.838. (6) The reactants are Cl[C:2]1[C:7]([F:8])=[CH:6][CH:5]=[CH:4][N:3]=1.[Cl:9][C:10]1[CH:15]=[CH:14][C:13](B(O)O)=[CH:12][CH:11]=1.C(=O)([O-])[O-].[Na+].[Na+]. The catalyst is C1(C)C=CC=CC=1.CN(C)C=O.O.C(OCC)(=O)C.O.C1C=CC(P(C2C=CC=CC=2)[C-]2C=CC=C2)=CC=1.C1C=CC(P(C2C=CC=CC=2)[C-]2C=CC=C2)=CC=1.Cl[Pd]Cl.[Fe+2]. The product is [Cl:9][C:10]1[CH:15]=[CH:14][C:13]([C:2]2[C:7]([F:8])=[CH:6][CH:5]=[CH:4][N:3]=2)=[CH:12][CH:11]=1. The yield is 0.657. (7) The reactants are [CH2:1]([C@H:5]1[N:10]([CH2:11][C:12]([F:15])([F:14])[F:13])[C:9]2[CH:16]=[CH:17][C:18]([N+:20]([O-])=O)=[CH:19][C:8]=2[O:7][CH2:6]1)[CH:2]([CH3:4])[CH3:3]. The catalyst is C(OCC)(=O)C.[Pd]. The product is [NH2:20][C:18]1[CH:17]=[CH:16][C:9]2[N:10]([CH2:11][C:12]([F:15])([F:14])[F:13])[C@H:5]([CH2:1][CH:2]([CH3:4])[CH3:3])[CH2:6][O:7][C:8]=2[CH:19]=1. The yield is 0.650.